Task: Predict the reactants needed to synthesize the given product.. Dataset: Full USPTO retrosynthesis dataset with 1.9M reactions from patents (1976-2016) (1) Given the product [NH2:2][CH2:1][C:3]1[CH:4]=[CH:5][CH:6]=[C:7]2[C:11]=1[N:10]([CH2:12][C:13]([OH:15])=[O:14])[CH:9]=[CH:8]2, predict the reactants needed to synthesize it. The reactants are: [C:1]([C:3]1[CH:4]=[CH:5][CH:6]=[C:7]2[C:11]=1[N:10]([CH2:12][C:13]([OH:15])=[O:14])[CH:9]=[CH:8]2)#[N:2].[H][H]. (2) The reactants are: OC[CH2:3][C:4]1[CH:9]=[CH:8][C:7]([CH:10]2[CH2:15][CH2:14][N:13]([C:16]([O:18][C:19]([CH3:22])([CH3:21])[CH3:20])=[O:17])[CH2:12][CH:11]2[O:23][CH2:24][C:25]2[CH:34]=[CH:33][C:32]3[C:27](=[CH:28][CH:29]=[CH:30][CH:31]=3)[CH:26]=2)=[CH:6][CH:5]=1.[CH3:35][Si:36]([CH3:52])([CH3:51])[CH2:37][CH2:38][O:39][CH2:40][O:41][C:42]1[CH:50]=[CH:49][C:45]([C:46]([OH:48])=[O:47])=[CH:44][CH:43]=1.Cl.C(N=C=NCCCN(C)C)C. Given the product [CH:26]1[C:27]2[C:32](=[CH:31][CH:30]=[CH:29][CH:28]=2)[CH:33]=[CH:34][C:25]=1[CH2:24][O:23][CH:11]1[CH:10]([C:7]2[CH:6]=[CH:5][C:4]([CH2:3][O:47][C:46](=[O:48])[C:45]3[CH:49]=[CH:50][C:42]([O:41][CH2:40][O:39][CH2:38][CH2:37][Si:36]([CH3:52])([CH3:51])[CH3:35])=[CH:43][CH:44]=3)=[CH:9][CH:8]=2)[CH2:15][CH2:14][N:13]([C:16]([O:18][C:19]([CH3:22])([CH3:21])[CH3:20])=[O:17])[CH2:12]1, predict the reactants needed to synthesize it. (3) Given the product [CH2:1]1[CH:6]2[CH2:7][CH2:8][CH2:9][N:5]2[CH2:4][CH2:3][N:2]1[C:10]1[CH:11]=[CH:12][C:13]([C:14]([NH:37][C:34]2[NH:35][N:36]=[C:32]([O:31][CH2:30][C:24]3[CH:25]=[C:26]([O:28][CH3:29])[CH:27]=[C:22]([O:21][CH3:20])[CH:23]=3)[CH:33]=2)=[O:16])=[CH:18][CH:19]=1, predict the reactants needed to synthesize it. The reactants are: [CH2:1]1[CH:6]2[CH2:7][CH2:8][CH2:9][N:5]2[CH2:4][CH2:3][N:2]1[C:10]1[CH:19]=[CH:18][C:13]([C:14]([O:16]C)=O)=[CH:12][CH:11]=1.[CH3:20][O:21][C:22]1[CH:23]=[C:24]([CH2:30][O:31][C:32]2[CH:33]=[C:34]([NH2:37])[NH:35][N:36]=2)[CH:25]=[C:26]([O:28][CH3:29])[CH:27]=1.C[Al](C)C.C1(C)C=CC=CC=1. (4) Given the product [C:7]([C:6]1[CH:9]=[C:2]([C:27]2[CH:28]=[CH:29][C:30]([C:32]([O:34][CH3:35])=[O:33])=[CH:31][C:26]=2[F:25])[CH:3]=[CH:4][C:5]=1[O:10][CH2:11][CH:12]1[CH2:17][CH2:16][N:15]([CH2:18][C:19]([CH2:23][CH3:24])([F:22])[CH2:20][CH3:21])[CH2:14][CH2:13]1)#[N:8], predict the reactants needed to synthesize it. The reactants are: Br[C:2]1[CH:3]=[CH:4][C:5]([O:10][CH2:11][CH:12]2[CH2:17][CH2:16][N:15]([CH2:18][C:19]([CH2:23][CH3:24])([F:22])[CH2:20][CH3:21])[CH2:14][CH2:13]2)=[C:6]([CH:9]=1)[C:7]#[N:8].[F:25][C:26]1[CH:31]=[C:30]([C:32]([O:34][CH3:35])=[O:33])[CH:29]=[CH:28][C:27]=1B(O)O.C([O-])([O-])=O.[Cs+].[Cs+]. (5) Given the product [CH2:1]([O:3][C:4]([C:6]1[N:7]([CH3:18])[N:8]=[C:9]([CH2:11][CH2:12][CH3:13])[CH:10]=1)=[O:5])[CH3:2], predict the reactants needed to synthesize it. The reactants are: [CH2:1]([O:3][C:4]([C:6]1[NH:7][N:8]=[C:9]([CH2:11][CH2:12][CH3:13])[CH:10]=1)=[O:5])[CH3:2].S(OC)(O[CH3:18])(=O)=O. (6) Given the product [OH:19][C:18]1[CH:22]=[CH:23][C:15]([C:10]2[CH:9]=[C:8]([C:5]3[CH:6]=[C:7]([CH:24]=[CH:3][CH:4]=3)[C:2]([NH:34][CH2:33][CH2:32][CH2:31][N:28]3[CH2:29][CH2:30][O:25][CH2:26][CH2:27]3)=[O:1])[NH:13][C:12](=[O:14])[N:11]=2)=[CH:16][C:17]=1[CH3:21], predict the reactants needed to synthesize it. The reactants are: [OH:1][C:2]1[CH:7]=[CH:6][C:5]([C:8]2[CH:9]=[C:10]([C:15]3[CH:16]=[C:17]([CH:21]=[CH:22][CH:23]=3)[C:18](O)=[O:19])[NH:11][C:12](=[O:14])[N:13]=2)=[CH:4][C:3]=1[CH3:24].[O:25]1[CH2:30][CH2:29][N:28]([CH2:31][CH2:32][CH2:33][NH2:34])[CH2:27][CH2:26]1.ON1C2C=CC=CC=2N=N1.CCN=C=NCCC[N+](C)(C)C.[I-]. (7) Given the product [C:31]([C:28]1[O:27][C:26]([NH:25][C:22]2[CH:21]=[CH:20][C:19]([C:16]3[CH:17]=[CH:18][C:13]([C:8]45[CH2:9][CH2:10][C:5]([CH2:4][C:3]([OH:35])=[O:2])([CH2:12][CH2:11]4)[CH2:6][O:7]5)=[CH:14][CH:15]=3)=[CH:24][CH:23]=2)=[N:30][N:29]=1)([CH3:34])([CH3:32])[CH3:33], predict the reactants needed to synthesize it. The reactants are: C[O:2][C:3](=[O:35])[CH2:4][C:5]12[CH2:12][CH2:11][C:8]([C:13]3[CH:18]=[CH:17][C:16]([C:19]4[CH:24]=[CH:23][C:22]([NH:25][C:26]5[O:27][C:28]([C:31]([CH3:34])([CH3:33])[CH3:32])=[N:29][N:30]=5)=[CH:21][CH:20]=4)=[CH:15][CH:14]=3)([CH2:9][CH2:10]1)[O:7][CH2:6]2.O.[OH-].[Li+]. (8) Given the product [C:1]([O:5][C:6]1[N:11]=[CH:10][C:9]([C:12]2[N:21]([S:22]([C:25]3[CH:30]=[CH:29][CH:28]=[CH:27][CH:26]=3)(=[O:24])=[O:23])[C:15]3[N:16]=[CH:17][N:18]=[C:19]([C:43]4[CH:44]=[CH:45][C:38]([O:37][CH:34]5[CH2:35][CH2:36][O:31][CH2:32][CH2:33]5)=[C:39]([CH:42]=4)[C:40]#[N:41])[C:14]=3[CH:13]=2)=[CH:8][CH:7]=1)([CH3:4])([CH3:3])[CH3:2], predict the reactants needed to synthesize it. The reactants are: [C:1]([O:5][C:6]1[N:11]=[CH:10][C:9]([C:12]2[N:21]([S:22]([C:25]3[CH:30]=[CH:29][CH:28]=[CH:27][CH:26]=3)(=[O:24])=[O:23])[C:15]3[N:16]=[CH:17][N:18]=[C:19](Cl)[C:14]=3[CH:13]=2)=[CH:8][CH:7]=1)([CH3:4])([CH3:3])[CH3:2].[O:31]1[CH2:36][CH2:35][CH:34]([O:37][C:38]2[CH:45]=[CH:44][C:43](B3OC(C)(C)C(C)(C)O3)=[CH:42][C:39]=2[C:40]#[N:41])[CH2:33][CH2:32]1.C(=O)([O-])[O-].[Na+].[Na+].